From a dataset of Full USPTO retrosynthesis dataset with 1.9M reactions from patents (1976-2016). Predict the reactants needed to synthesize the given product. (1) Given the product [Cl:1][C:2]1[CH:3]=[C:4]([N:9]([CH2:28][C:29]2[CH:37]=[CH:36][C:32]([C:33]([OH:35])=[O:34])=[CH:31][CH:30]=2)[C:10]2[S:11][CH:12]=[C:13]([C:15]3[CH:20]=[CH:19][C:18]([C:21]4[CH:26]=[CH:25][CH:24]=[CH:23][CH:22]=4)=[CH:17][CH:16]=3)[N:14]=2)[CH:5]=[CH:6][C:7]=1[Cl:8], predict the reactants needed to synthesize it. The reactants are: [Cl:1][C:2]1[CH:3]=[C:4]([NH:9][C:10]2[S:11][CH:12]=[C:13]([C:15]3[CH:20]=[CH:19][C:18]([C:21]4[CH:26]=[CH:25][CH:24]=[CH:23][CH:22]=4)=[CH:17][CH:16]=3)[N:14]=2)[CH:5]=[CH:6][C:7]=1[Cl:8].Br[CH2:28][C:29]1[CH:37]=[CH:36][C:32]([C:33]([O-:35])=[O:34])=[CH:31][CH:30]=1. (2) Given the product [C:31]1([C:34]2[CH:35]=[CH:36][CH:37]=[CH:38][CH:39]=2)[CH:30]=[CH:29][C:28]([C:24]2[O:25][C:26]([CH3:27])=[C:22]([CH2:21][CH2:20][O:19][C:11]3[CH:10]=[C:9]([CH:14]=[CH:13][C:12]=3[CH2:15][CH2:16][CH2:17][CH3:18])[O:8][C:5]([CH3:6])([CH3:7])[C:4]([OH:40])=[O:3])[N:23]=2)=[CH:33][CH:32]=1, predict the reactants needed to synthesize it. The reactants are: C([O:3][C:4](=[O:40])[C:5]([O:8][C:9]1[CH:14]=[CH:13][C:12]([CH2:15][CH2:16][CH2:17][CH3:18])=[C:11]([O:19][CH2:20][CH2:21][C:22]2[N:23]=[C:24]([C:28]3[CH:33]=[CH:32][C:31]([C:34]4[CH:39]=[CH:38][CH:37]=[CH:36][CH:35]=4)=[CH:30][CH:29]=3)[O:25][C:26]=2[CH3:27])[CH:10]=1)([CH3:7])[CH3:6])C.[OH-].[Na+]. (3) Given the product [Br:1][C:2]1[CH:3]=[C:4]([CH:8]=[CH:9][CH:10]=1)[C:5]([NH:24][CH:18]1[CH2:23][CH2:22][CH2:21][CH2:20][CH2:19]1)=[O:6], predict the reactants needed to synthesize it. The reactants are: [Br:1][C:2]1[CH:3]=[C:4]([CH:8]=[CH:9][CH:10]=1)[C:5](Cl)=[O:6].C(N(CC)CC)C.[CH:18]1([NH2:24])[CH2:23][CH2:22][CH2:21][CH2:20][CH2:19]1.